From a dataset of Experimentally validated miRNA-target interactions with 360,000+ pairs, plus equal number of negative samples. Binary Classification. Given a miRNA mature sequence and a target amino acid sequence, predict their likelihood of interaction. (1) The miRNA is hsa-miR-3138 with sequence UGUGGACAGUGAGGUAGAGGGAGU. The protein sequence of the target gene is MLPPMALPSVSWMLLSCLMLLSQVQGEEPQRELPSARIRCPKGSKAYGSHCYALFLSPKSWTDADLACQKRPSGNLVSVLSGAEGSFVSSLVKSIGNSYSYVWIGLHDPTQGTEPNGEGWEWSSSDVMNYFAWERNPSTISSPGHCASLSRSTAFLRWKDYNCNVRLPYVCKFTD. Result: 0 (no interaction). (2) The miRNA is hsa-miR-335-5p with sequence UCAAGAGCAAUAACGAAAAAUGU. The protein sequence of the target gene is MKTSRRGRALLAVALNLLALLFATTAFLTTHWCQGTQRVPKPGCGQGGRANCPNSGANATANGTAAPAAAAAAATASGNGPPGGALYSWETGDDRFLFRNFHTGIWYSCEEELSGLGEKCRSFIDLAPASEKGVLWLSVVSEVLYILLLVVGFSLMCLELFHSSNVIDGLKLNAFAAVFTVLSGLLGMVAHMMYTQVFQVTVSLGPEDWRPHSWDYGWSFCLAWGSFTCCMAASVTTLNSYTKTVIEFRHKRKVFEQGYREEPTFIDPEAIKYFRERMEKRDGSEEDFHLDCRHERYPAR.... Result: 1 (interaction). (3) The miRNA is hsa-miR-3150b-3p with sequence UGAGGAGAUCGUCGAGGUUGG. The protein sequence of the target gene is MARALADLSVNLQVPRVVPSPDSDSDTDLEDPSPRRSAGGLHRSQVIHSGHFMVSSPHSDSLTRRRDQEGPVGLADFGPRSIDPTLTRLFECLSLAYSGKLVSPKWKNFKGLKLLCRDKIRLNNAIWRAWYIQYVQRRKSPVCGFVTPLQGSEADEHRKPEAVVLEGNYWKRRIEVVMREYHKWRIYYKKRLRKSSREGDFLAPKQVEGGWPPPERWCEQLFSSVVPVLLGGSEEEPGGRQLLDLDCFLSDISDTLFTMTQPSPSSLQLPSEDAYVGNADMIQPDLTPLQPSLDDFMEIS.... Result: 0 (no interaction). (4) The miRNA is hsa-miR-194-5p with sequence UGUAACAGCAACUCCAUGUGGA. The protein sequence of the target gene is MEDPFSLAILNPASNLSVPTQPSWSLNLTSEQGASVPGPHSPPRGPPSHRIHLVFLGIILVAAVAGNTTVLCRLCGGSSGPWPGPKRRKMDFLLVQLAAADLYASGGTALSQLAWELLGDPRPALGDLACRLSHLLQASGRGASAHLVALIALERQLAVRIPQGPQLPARALAALSWLLALLLALPPTFVVRWDAPPSSTANAWPGKHCCRGIFAPLPRWHLQVYALYEAIVGFAAPVALLGFSCGHLLCVWWQRGSQAPVARMPWSPSMARASLPSALPQAKVQSLKMSLALALLFVGC.... Result: 0 (no interaction).